This data is from Drug-induced liver injury (DILI) classification data. The task is: Regression/Classification. Given a drug SMILES string, predict its toxicity properties. Task type varies by dataset: regression for continuous values (e.g., LD50, hERG inhibition percentage) or binary classification for toxic/non-toxic outcomes (e.g., AMES mutagenicity, cardiotoxicity, hepatotoxicity). Dataset: dili. (1) The compound is O=c1nc[nH]c2c1ncn2C1CCC(CO)O1. The result is 1 (causes liver injury). (2) The compound is CC12CCC3C4CCC(=O)C=C4CCC3C1CCC2O. The result is 1 (causes liver injury). (3) The drug is Nc1nc2ccc(OC(F)(F)F)cc2s1. The result is 1 (causes liver injury). (4) The compound is CC(=O)Oc1ccccc1C(=O)O. The result is 0 (no liver injury). (5) The drug is CCOC(=O)C(CCc1ccccc1)NC(C)C(=O)N1Cc2ccccc2CC1C(=O)O. The result is 1 (causes liver injury). (6) The molecule is CCCNC(=O)NS(=O)(=O)c1ccc(Cl)cc1. The result is 1 (causes liver injury). (7) The compound is CC(COc1ccccc1)NC(C)C(O)c1ccc(O)cc1. The result is 0 (no liver injury).